This data is from Full USPTO retrosynthesis dataset with 1.9M reactions from patents (1976-2016). The task is: Predict the reactants needed to synthesize the given product. Given the product [CH2:19]([O:18][C:16]([NH:15][C@H:3]1[C@H:2]([NH:1][C:34]([C:29]2[NH:30][C:31]([CH2:32][CH3:33])=[C:27]([Cl:26])[N:28]=2)=[O:35])[CH2:7][CH2:6][N:5]([C:8]([O:10][C:11]([CH3:14])([CH3:13])[CH3:12])=[O:9])[CH2:4]1)=[O:17])[C:20]1[CH:25]=[CH:24][CH:23]=[CH:22][CH:21]=1, predict the reactants needed to synthesize it. The reactants are: [NH2:1][C@@H:2]1[CH2:7][CH2:6][N:5]([C:8]([O:10][C:11]([CH3:14])([CH3:13])[CH3:12])=[O:9])[CH2:4][C@H:3]1[NH:15][C:16]([O:18][CH2:19][C:20]1[CH:25]=[CH:24][CH:23]=[CH:22][CH:21]=1)=[O:17].[Cl:26][C:27]1[N:28]=[C:29]([C:34](O)=[O:35])[NH:30][C:31]=1[CH2:32][CH3:33].CCN=C=NCCCN(C)C.Cl.C1C=CC2N(O)N=NC=2C=1.